Task: Predict the product of the given reaction.. Dataset: Forward reaction prediction with 1.9M reactions from USPTO patents (1976-2016) (1) The product is: [CH2:26]([C:25]([C:23]1[N:3]=[N:2][N:1]([CH2:4][C:5]2[CH:14]=[C:13]3[C:8]([C:9]([C:16]4[CH:21]=[CH:20][CH:19]=[C:18]([F:22])[CH:17]=4)=[CH:10][C:11](=[O:15])[O:12]3)=[CH:7][CH:6]=2)[CH:24]=1)([OH:30])[CH2:28][CH3:29])[CH3:27]. Given the reactants [N:1]([CH2:4][C:5]1[CH:14]=[C:13]2[C:8]([C:9]([C:16]3[CH:21]=[CH:20][CH:19]=[C:18]([F:22])[CH:17]=3)=[CH:10][C:11](=[O:15])[O:12]2)=[CH:7][CH:6]=1)=[N+:2]=[N-:3].[CH2:23]([C:25]([OH:30])([CH2:28][CH3:29])[C:26]#[CH:27])[CH3:24].C1COCC1, predict the reaction product. (2) Given the reactants [CH3:1][C:2]1[CH:11]=[CH:10][C:9]2[C:4](=[CH:5][CH:6]=[C:7]3[O:15][CH2:14][CH:13]([CH2:16]OS(C4C=CC(C)=CC=4)(=O)=O)[O:12][C:8]3=2)[N:3]=1.[F:28][C:29]1[CH:30]=[C:31]2[C:35](=[CH:36][CH:37]=1)[NH:34][CH:33]=[C:32]2[C@H:38]1[CH2:43][CH2:42][C@H:41]([NH2:44])[CH2:40][CH2:39]1, predict the reaction product. The product is: [F:28][C:29]1[CH:30]=[C:31]2[C:35](=[CH:36][CH:37]=1)[NH:34][CH:33]=[C:32]2[C@H:38]1[CH2:43][CH2:42][C@H:41]([NH:44][CH2:16][C@@H:13]2[O:12][C:8]3=[C:9]4[C:4](=[CH:5][CH:6]=[C:7]3[O:15][CH2:14]2)[N:3]=[C:2]([CH3:1])[CH:11]=[CH:10]4)[CH2:40][CH2:39]1. (3) Given the reactants Cl[CH2:2][CH2:3][N:4]1[CH2:9][CH2:8][N:7]([C:10]2[CH:15]=[CH:14][C:13]([NH:16][C:17]3[N:22]=[CH:21][C:20]([CH2:23][C:24]([NH2:26])=[O:25])=[C:19]([NH:27][CH2:28][C:29]4[CH:34]=[C:33]([F:35])[CH:32]=[C:31]([F:36])[CH:30]=4)[CH:18]=3)=[CH:12][CH:11]=2)[CH2:6][CH2:5]1.C(=O)([O-])[O-].[K+].[K+].O.[CH3:44][NH2:45].C(O)C, predict the reaction product. The product is: [F:35][C:33]1[CH:34]=[C:29]([CH:30]=[C:31]([F:36])[CH:32]=1)[CH2:28][NH:27][C:19]1[CH:18]=[C:17]([NH:16][C:13]2[CH:12]=[CH:11][C:10]([N:7]3[CH2:8][CH2:9][N:4]([CH2:3][CH2:2][NH:45][CH3:44])[CH2:5][CH2:6]3)=[CH:15][CH:14]=2)[N:22]=[CH:21][C:20]=1[CH2:23][C:24]([NH2:26])=[O:25]. (4) Given the reactants C(O)CCCCCCCO.FC1C=C(C=CC=1C(F)(F)F)CBr.[F:24][C:25]1[CH:26]=[C:27]([CH:39]=[CH:40][C:41]=1[C:42]([F:45])([F:44])[F:43])[CH2:28][O:29][CH2:30][CH2:31][CH2:32][CH2:33][CH2:34][CH2:35][CH2:36][CH2:37][OH:38].FC1C=C(C=CC=1C(F)(F)F)COCCCCCCCC(O)=O.Cl.Cl.[CH2:71]([O:78][C:79](=[O:87])[CH2:80][C@@H:81]([NH2:86])[CH2:82][N:83]([CH3:85])[CH3:84])[C:72]1[CH:77]=[CH:76][CH:75]=[CH:74][CH:73]=1, predict the reaction product. The product is: [CH2:71]([O:78][C:79](=[O:87])[CH2:80][C@@H:81]([NH:86][C:37](=[O:38])[CH2:36][CH2:35][CH2:34][CH2:33][CH2:32][CH2:31][CH2:30][O:29][CH2:28][C:27]1[CH:39]=[CH:40][C:41]([C:42]([F:43])([F:44])[F:45])=[C:25]([F:24])[CH:26]=1)[CH2:82][N:83]([CH3:84])[CH3:85])[C:72]1[CH:77]=[CH:76][CH:75]=[CH:74][CH:73]=1.